Dataset: NCI-60 drug combinations with 297,098 pairs across 59 cell lines. Task: Regression. Given two drug SMILES strings and cell line genomic features, predict the synergy score measuring deviation from expected non-interaction effect. (1) Drug 1: CC1C(C(CC(O1)OC2CC(OC(C2O)C)OC3=CC4=CC5=C(C(=O)C(C(C5)C(C(=O)C(C(C)O)O)OC)OC6CC(C(C(O6)C)O)OC7CC(C(C(O7)C)O)OC8CC(C(C(O8)C)O)(C)O)C(=C4C(=C3C)O)O)O)O. Drug 2: CC(C)(C#N)C1=CC(=CC(=C1)CN2C=NC=N2)C(C)(C)C#N. Cell line: A498. Synergy scores: CSS=29.8, Synergy_ZIP=0.289, Synergy_Bliss=0.653, Synergy_Loewe=0.442, Synergy_HSA=0.243. (2) Drug 1: CCC1(CC2CC(C3=C(CCN(C2)C1)C4=CC=CC=C4N3)(C5=C(C=C6C(=C5)C78CCN9C7C(C=CC9)(C(C(C8N6C)(C(=O)OC)O)OC(=O)C)CC)OC)C(=O)OC)O. Drug 2: CNC(=O)C1=NC=CC(=C1)OC2=CC=C(C=C2)NC(=O)NC3=CC(=C(C=C3)Cl)C(F)(F)F. Cell line: HCT116. Synergy scores: CSS=89.8, Synergy_ZIP=10.2, Synergy_Bliss=8.95, Synergy_Loewe=5.60, Synergy_HSA=13.6. (3) Drug 1: CN1C(=O)N2C=NC(=C2N=N1)C(=O)N. Drug 2: C1CC(=O)NC(=O)C1N2C(=O)C3=CC=CC=C3C2=O. Cell line: HS 578T. Synergy scores: CSS=3.68, Synergy_ZIP=0.572, Synergy_Bliss=3.63, Synergy_Loewe=-1.43, Synergy_HSA=0.413. (4) Drug 2: C1CNP(=O)(OC1)N(CCCl)CCCl. Cell line: A549. Drug 1: C1=CC(=CC=C1CCC2=CNC3=C2C(=O)NC(=N3)N)C(=O)NC(CCC(=O)O)C(=O)O. Synergy scores: CSS=39.4, Synergy_ZIP=-3.43, Synergy_Bliss=1.13, Synergy_Loewe=-54.6, Synergy_HSA=1.91.